Dataset: Forward reaction prediction with 1.9M reactions from USPTO patents (1976-2016). Task: Predict the product of the given reaction. (1) Given the reactants Cl[CH:2]([C:14]1[CH:19]=[CH:18][CH:17]=[CH:16][CH:15]=1)[C:3]([C:5]1[C:13]2[C:8](=[CH:9][CH:10]=[CH:11][CH:12]=2)[NH:7][CH:6]=1)=[O:4].C[O:21][C:22]1[CH:27]=[C:26]([NH2:28])[CH:25]=[CH:24][N:23]=1.CCN(C(C)C)C(C)C, predict the reaction product. The product is: [OH:21][C:22]1[CH:27]=[C:26]([NH:28][CH:2]([C:14]2[CH:19]=[CH:18][CH:17]=[CH:16][CH:15]=2)[C:3]([C:5]2[C:13]3[C:8](=[CH:9][CH:10]=[CH:11][CH:12]=3)[NH:7][CH:6]=2)=[O:4])[CH:25]=[CH:24][N:23]=1. (2) Given the reactants O1CCCCC1[O:7][CH2:8][CH2:9][CH2:10][C:11]1([C:32]#[N:33])[CH2:18][C:17]2[C:12]1=[CH:13][C:14]([O:21][Si:22]([CH:29]([CH3:31])[CH3:30])([CH:26]([CH3:28])[CH3:27])[CH:23]([CH3:25])[CH3:24])=[C:15]([O:19][CH3:20])[CH:16]=2.CC1C=CC(S([O-])(=O)=O)=CC=1.C1C=C[NH+]=CC=1.C([O-])(O)=O.[Na+], predict the reaction product. The product is: [OH:7][CH2:8][CH2:9][CH2:10][C:11]1([C:32]#[N:33])[CH2:18][C:17]2[C:12]1=[CH:13][C:14]([O:21][Si:22]([CH:26]([CH3:28])[CH3:27])([CH:23]([CH3:24])[CH3:25])[CH:29]([CH3:31])[CH3:30])=[C:15]([O:19][CH3:20])[CH:16]=2. (3) Given the reactants C1N=C[N:3]([C:6]([N:8]2C=N[CH:10]=[CH:9]2)=[O:7])C=1.[F:13][C:14]1[C:19]2[CH2:20][CH2:21][C:22]3[CH:27]=[CH:26][N:25]=[CH:24]C=3C(N)[C:18]=2[CH:17]=[CH:16][CH:15]=1.[Cl:30][C:31]1[CH:32]=[C:33]([C:39]([OH:41])=[O:40])[CH:34]=[N:35][C:36]=1[NH:37]N, predict the reaction product. The product is: [Cl:30][C:31]1[CH:32]=[C:33]([C:39]([OH:41])=[O:40])[CH:34]=[N:35][C:36]=1[NH:37][NH:3][C:6]([NH:8][CH:9]1[C:10]2[CH:24]=[N:25][CH:26]=[CH:27][C:22]=2[CH2:21][CH2:20][C:19]2[C:14]([F:13])=[CH:15][CH:16]=[CH:17][C:18]1=2)=[O:7]. (4) Given the reactants [CH3:1][Mg]Br.[CH3:4][C:5]([CH3:36])([CH3:35])[CH2:6][C:7]1[N:8]=[C:9]([C:18](=[O:34])[CH:19]([F:33])[C:20]2[CH:25]=[CH:24][C:23]([C:26]3[CH:31]=[CH:30][C:29]([F:32])=[CH:28][N:27]=3)=[CH:22][CH:21]=2)[N:10]([S:12]([N:15]([CH3:17])[CH3:16])(=[O:14])=[O:13])[CH:11]=1, predict the reaction product. The product is: [CH3:4][C:5]([CH3:36])([CH3:35])[CH2:6][C:7]1[N:8]=[C:9]([C:18]([OH:34])([CH3:1])[CH:19]([F:33])[C:20]2[CH:25]=[CH:24][C:23]([C:26]3[CH:31]=[CH:30][C:29]([F:32])=[CH:28][N:27]=3)=[CH:22][CH:21]=2)[N:10]([S:12]([N:15]([CH3:16])[CH3:17])(=[O:14])=[O:13])[CH:11]=1. (5) Given the reactants [Cl:1][C:2]1[CH:3]=[CH:4][CH:5]=[C:6]2[C:11]=1[C:10]([CH2:12][C:13]1[CH:14]=[C:15]([CH:19]=[CH:20][CH:21]=1)[C:16](O)=[O:17])=[N:9][NH:8][C:7]2=[O:22].[CH3:23][O:24][CH:25]1[CH2:30][CH2:29][NH:28][CH2:27][CH2:26]1.C(N(C(C)C)C(C)C)C.CN(C(ON1N=NC2C=CC=CC1=2)=[N+](C)C)C.F[P-](F)(F)(F)(F)F, predict the reaction product. The product is: [Cl:1][C:2]1[CH:3]=[CH:4][CH:5]=[C:6]2[C:11]=1[C:10]([CH2:12][C:13]1[CH:21]=[CH:20][CH:19]=[C:15]([C:16]([N:28]3[CH2:29][CH2:30][CH:25]([O:24][CH3:23])[CH2:26][CH2:27]3)=[O:17])[CH:14]=1)=[N:9][NH:8][C:7]2=[O:22].